Dataset: Peptide-MHC class I binding affinity with 185,985 pairs from IEDB/IMGT. Task: Regression. Given a peptide amino acid sequence and an MHC pseudo amino acid sequence, predict their binding affinity value. This is MHC class I binding data. (1) The peptide sequence is RVYSDHQAL. The MHC is HLA-B51:01 with pseudo-sequence HLA-B51:01. The binding affinity (normalized) is 0.0847. (2) The peptide sequence is HPKLRPILL. The MHC is HLA-A29:02 with pseudo-sequence HLA-A29:02. The binding affinity (normalized) is 0.0847. (3) The peptide sequence is NVDVGCLLT. The MHC is HLA-A02:01 with pseudo-sequence HLA-A02:01. The binding affinity (normalized) is 0.00512. (4) The peptide sequence is YSHGTGTGY. The MHC is HLA-A03:01 with pseudo-sequence HLA-A03:01. The binding affinity (normalized) is 0.0847. (5) The binding affinity (normalized) is 0. The MHC is HLA-A02:06 with pseudo-sequence HLA-A02:06. The peptide sequence is ELRSLYNTV.